Task: Regression. Given a peptide amino acid sequence and an MHC pseudo amino acid sequence, predict their binding affinity value. This is MHC class II binding data.. Dataset: Peptide-MHC class II binding affinity with 134,281 pairs from IEDB The peptide sequence is GNFERISGDLKTQID. The binding affinity (normalized) is 0. The MHC is HLA-DQA10101-DQB10501 with pseudo-sequence HLA-DQA10101-DQB10501.